Dataset: Full USPTO retrosynthesis dataset with 1.9M reactions from patents (1976-2016). Task: Predict the reactants needed to synthesize the given product. The reactants are: COC[CH2:4][CH2:5][NH2:6].[CH3:7][N:8]1[C:12]([C:13]2[CH:18]=[CH:17][N:16]=[C:15]([NH:19][C:20]3[CH:25]=[CH:24][C:23]([S:26](F)(=[O:28])=[O:27])=[CH:22][CH:21]=3)[N:14]=2)=[CH:11][N:10]=[C:9]1[CH3:30]. Given the product [CH3:7][N:8]1[C:12]([C:13]2[CH:18]=[CH:17][N:16]=[C:15]([NH:19][C:20]3[CH:25]=[CH:24][C:23]([S:26](=[O:28])(=[O:27])[NH:6][CH2:5][CH2:4][S:26]([CH3:23])(=[O:28])=[O:27])=[CH:22][CH:21]=3)[N:14]=2)=[CH:11][N:10]=[C:9]1[CH3:30], predict the reactants needed to synthesize it.